This data is from Catalyst prediction with 721,799 reactions and 888 catalyst types from USPTO. The task is: Predict which catalyst facilitates the given reaction. Reactant: [N+:1]([C:4]1[CH:5]=[C:6]([OH:10])[CH:7]=[CH:8][CH:9]=1)([O-:3])=[O:2].[Br:11][CH2:12][CH2:13][CH2:14]Br.C([O-])([O-])=O.[Cs+].[Cs+]. Product: [N+:1]([C:4]1[CH:5]=[C:6]([O:10][CH2:14][CH2:13][CH2:12][Br:11])[CH:7]=[CH:8][CH:9]=1)([O-:3])=[O:2]. The catalyst class is: 10.